The task is: Predict the product of the given reaction.. This data is from Forward reaction prediction with 1.9M reactions from USPTO patents (1976-2016). (1) Given the reactants C(OC([CH:6]1[CH2:11][C:10]([C:17]#[N:18])([C:12]2[CH:16]=[CH:15][S:14][CH:13]=2)[CH2:9][CH2:8][C:7]1=[O:19])=O)C.O.[OH-].[Na+], predict the reaction product. The product is: [O:19]=[C:7]1[CH2:8][CH2:9][C:10]([C:12]2[CH:16]=[CH:15][S:14][CH:13]=2)([C:17]#[N:18])[CH2:11][CH2:6]1. (2) Given the reactants [F:1][C:2]1[CH:3]=[C:4]2[C:10]([C:11]3[N:16]=[C:15]([S:17][CH3:18])[C:14]([F:19])=[CH:13][N:12]=3)=[CH:9][N:8]([S:20]([C:23]3[CH:29]=[CH:28][C:26]([CH3:27])=[CH:25][CH:24]=3)(=[O:22])=[O:21])[C:5]2=[N:6][CH:7]=1.C1C=C(Cl)C=C(C(OO)=[O:38])C=1, predict the reaction product. The product is: [F:1][C:2]1[CH:3]=[C:4]2[C:10]([C:11]3[N:16]=[C:15]([S:17]([CH3:18])=[O:38])[C:14]([F:19])=[CH:13][N:12]=3)=[CH:9][N:8]([S:20]([C:23]3[CH:29]=[CH:28][C:26]([CH3:27])=[CH:25][CH:24]=3)(=[O:22])=[O:21])[C:5]2=[N:6][CH:7]=1. (3) Given the reactants CC(C)([O-])C.[K+].[Cl:7][C:8]1[CH:9]=[C:10](/[CH:19]=[C:20](/[C:22]2[CH:26]=[C:25]([CH3:27])[NH:24][N:23]=2)\[F:21])[CH:11]=[CH:12][C:13]=1[O:14][C:15]([F:18])([F:17])[F:16].Cl.Cl.Cl[CH2:31][C:32]1[CH:33]=[CH:34][C:35]([N:38]([CH2:40][C:41]2[CH:46]=[CH:45][C:44]([O:47][CH3:48])=[C:43]([O:49][CH3:50])[CH:42]=2)[CH3:39])=[N:36][CH:37]=1.O, predict the reaction product. The product is: [Cl:7][C:8]1[CH:9]=[C:10](/[CH:19]=[C:20](/[C:22]2[CH:26]=[C:25]([CH3:27])[N:24]([CH2:31][C:32]3[CH:33]=[CH:34][C:35]([N:38]([CH2:40][C:41]4[CH:46]=[CH:45][C:44]([O:47][CH3:48])=[C:43]([O:49][CH3:50])[CH:42]=4)[CH3:39])=[N:36][CH:37]=3)[N:23]=2)\[F:21])[CH:11]=[CH:12][C:13]=1[O:14][C:15]([F:16])([F:17])[F:18]. (4) The product is: [Cl:1][C:2]1[CH:3]=[C:4]([CH2:8][C:9]([O:11][CH3:12])=[O:10])[CH:5]=[CH:6][CH:7]=1. Given the reactants [Cl:1][C:2]1[CH:3]=[C:4]([CH2:8][C:9]([OH:11])=[O:10])[CH:5]=[CH:6][CH:7]=1.[CH3:12]O.OS(O)(=O)=O, predict the reaction product.